From a dataset of Full USPTO retrosynthesis dataset with 1.9M reactions from patents (1976-2016). Predict the reactants needed to synthesize the given product. The reactants are: [F:1][C:2]([F:7])([F:6])[C:3]([OH:5])=[O:4].[F:8][C:9]([F:14])([F:13])[C:10]([OH:12])=[O:11].FC(F)(F)C(O)=O.[Cl:22][C:23]1[CH:24]=[N:25][C:26]2[NH:27][C:28]3[CH:29]=[N:30][CH:31]=[C:32]([CH:53]=3)[CH2:33][CH2:34][C:35]3[CH:43]=[C:39]([NH:40][C:41]=1[N:42]=2)[CH:38]=[CH:37][C:36]=3[NH:44][C:45](=[O:52])[CH2:46][C@@H:47]1[CH2:51][CH2:50][NH:49][CH2:48]1.[NH:54]1[CH:58]=[C:57]([C:59](O)=[O:60])[CH:56]=[N:55]1. Given the product [F:1][C:2]([F:7])([F:6])[C:3]([OH:5])=[O:4].[F:8][C:9]([F:14])([F:13])[C:10]([OH:12])=[O:11].[Cl:22][C:23]1[CH:24]=[N:25][C:26]2[NH:27][C:28]3[CH:29]=[N:30][CH:31]=[C:32]([CH:53]=3)[CH2:33][CH2:34][C:35]3[CH:43]=[C:39]([NH:40][C:41]=1[N:42]=2)[CH:38]=[CH:37][C:36]=3[NH:44][C:45](=[O:52])[CH2:46][C@@H:47]1[CH2:51][CH2:50][N:49]([C:59]([C:57]2[CH:58]=[N:54][NH:55][CH:56]=2)=[O:60])[CH2:48]1, predict the reactants needed to synthesize it.